This data is from Reaction yield outcomes from USPTO patents with 853,638 reactions. The task is: Predict the reaction yield, written as a fraction of the theoretical maximum amount of product (1.0 means a 100% yield; for example, 0.34 means a 34% yield). (1) The reactants are Br[CH2:2][C:3]([C:5]1[C:6]([CH:29]2[CH2:32][CH2:31][CH2:30]2)=[CH:7][C:8]([CH3:28])=[C:9]([CH:27]=1)[C:10]([N:12]1[CH2:17][CH2:16][C:15]([C:19]2[CH:26]=[CH:25][C:22]([C:23]#[N:24])=[CH:21][CH:20]=2)([F:18])[CH2:14][CH2:13]1)=[O:11])=O.Cl.[C:34](=[NH:37])([NH2:36])[CH3:35].C(=O)([O-])[O-].[K+].[K+]. The catalyst is CC#N. The product is [CH:29]1([C:6]2[C:5]([C:3]3[NH:37][C:34]([CH3:35])=[N:36][CH:2]=3)=[CH:27][C:9]([C:10]([N:12]3[CH2:13][CH2:14][C:15]([C:19]4[CH:20]=[CH:21][C:22]([C:23]#[N:24])=[CH:25][CH:26]=4)([F:18])[CH2:16][CH2:17]3)=[O:11])=[C:8]([CH3:28])[CH:7]=2)[CH2:30][CH2:31][CH2:32]1. The yield is 0.350. (2) The reactants are [CH2:1]1[C:5]2([CH2:10][CH2:9][C:8](=[O:11])[CH2:7][CH2:6]2)[CH2:4][CH2:3][NH:2]1.[CH3:12][C:13]([O:16][C:17](O[C:17]([O:16][C:13]([CH3:15])([CH3:14])[CH3:12])=[O:18])=[O:18])([CH3:15])[CH3:14].C([O-])([O-])=O.[Na+].[Na+]. The catalyst is C1COCC1.O. The product is [O:11]=[C:8]1[CH2:9][CH2:10][C:5]2([CH2:1][N:2]([C:17]([O:16][C:13]([CH3:15])([CH3:14])[CH3:12])=[O:18])[CH2:3][CH2:4]2)[CH2:6][CH2:7]1. The yield is 0.545. (3) The reactants are [CH3:1][O:2][C:3]1[CH:4]=[CH:5][C:6]([N:13]([CH3:33])[C:14]2[N:18]([C:19]3[CH:24]=[CH:23][CH:22]=[CH:21][C:20]=3[CH3:25])[N:17]=[C:16]([CH3:26])[C:15]=2[C:27]2[CH:32]=[CH:31][CH:30]=[CH:29][CH:28]=2)=[C:7]([CH:12]=1)[C:8]([O:10]C)=[O:9].O.CO.[Li+].[OH-]. The catalyst is C1COCC1. The product is [CH3:1][O:2][C:3]1[CH:4]=[CH:5][C:6]([N:13]([CH3:33])[C:14]2[N:18]([C:19]3[CH:24]=[CH:23][CH:22]=[CH:21][C:20]=3[CH3:25])[N:17]=[C:16]([CH3:26])[C:15]=2[C:27]2[CH:32]=[CH:31][CH:30]=[CH:29][CH:28]=2)=[C:7]([CH:12]=1)[C:8]([OH:10])=[O:9]. The yield is 0.580. (4) The reactants are C([O:5][C:6](=[O:53])[C:7]1[CH:12]=[CH:11][CH:10]=[C:9]([CH2:13][CH:14]([NH:28][C:29](=[O:50])[CH2:30][N:31]2[CH2:36][CH2:35][CH:34]([NH:37][C:38](=[O:49])[CH2:39][CH2:40][NH:41]C(OC(C)(C)C)=O)[CH2:33][CH2:32]2)[B:15]2[O:23]C3C(C)(C4CC(C3)C4(C)C)[O:16]2)[C:8]=1OC)(C)(C)C.B(Cl)(Cl)Cl. No catalyst specified. The product is [NH2:41][CH2:40][CH2:39][C:38]([NH:37][CH:34]1[CH2:33][CH2:32][N:31]([CH2:30][C:29]([NH:28][CH:14]2[CH2:13][C:9]3[CH:10]=[CH:11][CH:12]=[C:7]([C:6]([OH:5])=[O:53])[C:8]=3[O:16][B:15]2[OH:23])=[O:50])[CH2:36][CH2:35]1)=[O:49]. The yield is 0.290.